From a dataset of Forward reaction prediction with 1.9M reactions from USPTO patents (1976-2016). Predict the product of the given reaction. (1) Given the reactants [C:1]([O:5][C:6](=[O:25])[NH:7][CH2:8][C:9]([NH:11][NH:12][C:13]([C:15]1[CH:20]=[C:19]([CH2:21][CH3:22])[C:18](=[O:23])[NH:17][C:16]=1[CH3:24])=[O:14])=O)([CH3:4])([CH3:3])[CH3:2].S(Cl)([C:29]1C=CC(C)=CC=1)(=O)=O.C(N=P1(N(CC)CC)N(C)CCCN1C)(C)(C)C, predict the reaction product. The product is: [C:1]([O:5][C:6](=[O:25])[NH:7][CH2:8][C:9]1[O:14][C:13]([C:15]2[C:16]([CH3:24])=[N:17][C:18]([O:23][CH3:29])=[C:19]([CH2:21][CH3:22])[CH:20]=2)=[N:12][N:11]=1)([CH3:4])([CH3:3])[CH3:2]. (2) Given the reactants C(=O)([O-])[O-].[Na+].[Na+].Cl.O.[NH:9]1[CH2:14][CH2:13][C:12](=[O:15])[CH2:11][CH2:10]1.Br[CH2:17][CH2:18][CH:19]1[O:24][CH2:23][CH2:22][CH2:21][O:20]1, predict the reaction product. The product is: [O:20]1[CH2:21][CH2:22][CH2:23][O:24][CH:19]1[CH2:18][CH2:17][N:9]1[CH2:14][CH2:13][C:12](=[O:15])[CH2:11][CH2:10]1. (3) Given the reactants I([O-])(=O)(=O)=O.[Na+].[Cl:7][C:8]1[N:13]=[C:12]([Cl:14])[C:11]([CH3:15])=[C:10]([C:16]([O:18][CH2:19][CH3:20])=C)[N:9]=1.[K].[Mn]([O-])(=O)(=O)=[O:23], predict the reaction product. The product is: [Cl:7][C:8]1[N:9]=[C:10]([C:16]([O:18][CH2:19][CH3:20])=[O:23])[C:11]([CH3:15])=[C:12]([Cl:14])[N:13]=1. (4) Given the reactants [CH3:1][C:2]1[CH:7]=[C:6]([NH2:8])[CH:5]=[CH:4][N:3]=1.C[Al](C)C.[Cl:13][C:14]1[CH:15]=[C:16]([N:21]2[C:25]([CH3:26])=[C:24]([C:27](OCC)=[O:28])[N:23]=[N:22]2)[CH:17]=[CH:18][C:19]=1[F:20], predict the reaction product. The product is: [Cl:13][C:14]1[CH:15]=[C:16]([N:21]2[C:25]([CH3:26])=[C:24]([C:27]([NH:8][C:6]3[CH:5]=[CH:4][N:3]=[C:2]([CH3:1])[CH:7]=3)=[O:28])[N:23]=[N:22]2)[CH:17]=[CH:18][C:19]=1[F:20]. (5) Given the reactants C(=O)([O-])[O-].[Cs+].[Cs+].[CH:7]([C:10]1[CH:15]=[CH:14][C:13]([OH:16])=[C:12]([O:17][C:18]2[CH:23]=[CH:22][CH:21]=[CH:20][CH:19]=2)[CH:11]=1)([CH3:9])[CH3:8].[CH2:24]([O:26][C:27](=[O:47])[CH2:28][S:29][C:30]1[CH:35]=[CH:34][C:33]([O:36][CH2:37][CH2:38][C@@H:39]([O:41]S(C)(=O)=O)[CH3:40])=[CH:32][C:31]=1[CH3:46])[CH3:25].C(OC(=O)C)C, predict the reaction product. The product is: [CH2:24]([O:26][C:27](=[O:47])[CH2:28][S:29][C:30]1[CH:35]=[CH:34][C:33]([O:36][CH2:37][CH2:38][C@@H:39]([O:16][C:13]2[CH:14]=[CH:15][C:10]([CH:7]([CH3:9])[CH3:8])=[CH:11][C:12]=2[O:17][C:18]2[CH:23]=[CH:22][CH:21]=[CH:20][CH:19]=2)[CH3:40])=[CH:32][C:31]=1[CH3:46])[CH3:25].[CH:7]([C:10]1[CH:15]=[CH:14][C:13]([O:41][C@@H:39]([CH3:40])[CH2:38][CH2:37][O:36][C:33]2[CH:34]=[CH:35][C:30]([S:29][CH2:28][C:27]([OH:26])=[O:47])=[C:31]([CH3:46])[CH:32]=2)=[C:12]([O:17][C:18]2[CH:23]=[CH:22][CH:21]=[CH:20][CH:19]=2)[CH:11]=1)([CH3:9])[CH3:8]. (6) The product is: [ClH:21].[Cl:1][CH2:17][C:12]1[C:13]([CH3:16])=[N:14][CH:15]=[C:10]([C:5]2[CH:6]=[CH:7][C:8]([CH3:9])=[C:3]([CH3:2])[CH:4]=2)[CH:11]=1. Given the reactants [ClH:1].[CH3:2][C:3]1[CH:4]=[C:5]([C:10]2[CH:11]=[C:12]([CH2:17]O)[C:13]([CH3:16])=[N:14][CH:15]=2)[CH:6]=[CH:7][C:8]=1[CH3:9].S(Cl)([Cl:21])=O, predict the reaction product. (7) Given the reactants [O:1]([C:8]1[N:9]=[C:10]2[C:16]([C:17](O)=[O:18])=[CH:15][N:14]([CH2:20][O:21][CH2:22][CH2:23][Si:24]([CH3:27])([CH3:26])[CH3:25])[C:11]2=[N:12][CH:13]=1)[C:2]1[CH:7]=[CH:6][CH:5]=[CH:4][CH:3]=1.CN(C)CCCN=C=NCC.[NH2:39][C@H:40]([CH:48]([CH3:50])[CH3:49])[C:41]([N:43]1[CH2:47][CH2:46][CH2:45][CH2:44]1)=[O:42], predict the reaction product. The product is: [CH3:49][CH:48]([CH3:50])[C@@H:40]([NH:39][C:17]([C:16]1[C:10]2[C:11](=[N:12][CH:13]=[C:8]([O:1][C:2]3[CH:7]=[CH:6][CH:5]=[CH:4][CH:3]=3)[N:9]=2)[N:14]([CH2:20][O:21][CH2:22][CH2:23][Si:24]([CH3:26])([CH3:27])[CH3:25])[CH:15]=1)=[O:18])[C:41]([N:43]1[CH2:47][CH2:46][CH2:45][CH2:44]1)=[O:42].